From a dataset of Full USPTO retrosynthesis dataset with 1.9M reactions from patents (1976-2016). Predict the reactants needed to synthesize the given product. (1) The reactants are: [CH2:1]([O:8][C@H:9]1[C@H:14]([O:15][CH2:16][C:17]2[CH:22]=[CH:21][CH:20]=[CH:19][CH:18]=2)[C@@H:13]([O:23][CH2:24][C:25]2[CH:30]=[CH:29][CH:28]=[CH:27][CH:26]=2)[C@@:12]([C:33]2[CH:38]=[CH:37][C:36]([Cl:39])=[C:35]([CH2:40][C:41]3[CH:46]=[CH:45][C:44]([O:47][CH2:48][C:49]4[CH:54]=[CH:53][CH:52]=[CH:51][CH:50]=4)=[CH:43][CH:42]=3)[CH:34]=2)([O:31][CH3:32])[O:11][C@@H:10]1[CH:55]=[O:56])[C:2]1[CH:7]=[CH:6][CH:5]=[CH:4][CH:3]=1.[CH2:57]=[O:58].N12CCCN=C1CCCCC2. Given the product [CH2:1]([O:8][C@H:9]1[C@H:14]([O:15][CH2:16][C:17]2[CH:18]=[CH:19][CH:20]=[CH:21][CH:22]=2)[C@@H:13]([O:23][CH2:24][C:25]2[CH:30]=[CH:29][CH:28]=[CH:27][CH:26]=2)[C@@:12]([C:33]2[CH:38]=[CH:37][C:36]([Cl:39])=[C:35]([CH2:40][C:41]3[CH:42]=[CH:43][C:44]([O:47][CH2:48][C:49]4[CH:54]=[CH:53][CH:52]=[CH:51][CH:50]=4)=[CH:45][CH:46]=3)[CH:34]=2)([O:31][CH3:32])[O:11][C@@:10]1([CH2:57][OH:58])[CH:55]=[O:56])[C:2]1[CH:3]=[CH:4][CH:5]=[CH:6][CH:7]=1, predict the reactants needed to synthesize it. (2) Given the product [CH3:22][C:23]([NH:24][C:14]([C:12]1[CH:11]=[CH:10][C:9]([CH:17]2[CH2:21][CH2:20][O:19][CH2:18]2)=[C:8]([C:4]2[CH:5]=[CH:6][CH:7]=[C:2]([Cl:1])[CH:3]=2)[N:13]=1)=[O:16])([C:25]1[N:29]=[C:28]([CH3:30])[O:27][N:26]=1)[CH3:31], predict the reactants needed to synthesize it. The reactants are: [Cl:1][C:2]1[CH:3]=[C:4]([C:8]2[N:13]=[C:12]([C:14]([OH:16])=O)[CH:11]=[CH:10][C:9]=2[CH:17]2[CH2:21][CH2:20][O:19][CH2:18]2)[CH:5]=[CH:6][CH:7]=1.[CH3:22][C:23]([CH3:31])([C:25]1[N:29]=[C:28]([CH3:30])[O:27][N:26]=1)[NH2:24]. (3) Given the product [N+:15](/[CH:18]=[CH:6]/[C:2]1[S:1][CH:5]=[CH:4][N:3]=1)([O-:17])=[O:16], predict the reactants needed to synthesize it. The reactants are: [S:1]1[CH:5]=[CH:4][N:3]=[C:2]1[CH:6]=O.C(OC(=O)C)(=O)C.[N+:15]([CH3:18])([O-:17])=[O:16]. (4) Given the product [CH2:12]([N:2]1[CH:3]=[C:4]2[C:9]([CH:8]=[CH:7][CH:6]=[CH:5]2)=[N:1]1)[CH3:13], predict the reactants needed to synthesize it. The reactants are: [NH:1]1[C:9]2[C:4](=[CH:5][CH:6]=[CH:7][CH:8]=2)[CH:3]=[N:2]1.[H-].[Na+].[CH2:12](I)[CH3:13]. (5) Given the product [C:11]1([CH:10]=[N:3][NH:2][C:1]([O:5][C:6]([CH3:9])([CH3:8])[CH3:7])=[O:4])[CH:16]=[CH:15][CH:14]=[CH:13][CH:12]=1, predict the reactants needed to synthesize it. The reactants are: [C:1]([O:5][C:6]([CH3:9])([CH3:8])[CH3:7])(=[O:4])[NH:2][NH2:3].[CH:10](=O)[C:11]1[CH:16]=[CH:15][CH:14]=[CH:13][CH:12]=1. (6) Given the product [CH3:1][C:2]1[CH:3]=[C:4]([NH2:17])[C:5]2[O:9][CH2:8][CH2:7][C:6]=2[C:10]=1[CH:11]1[CH2:16][CH2:15][NH:14][CH2:13][CH2:12]1, predict the reactants needed to synthesize it. The reactants are: [CH3:1][C:2]1[CH:3]=[C:4]([NH2:17])[C:5]2[O:9][CH2:8][CH2:7][C:6]=2[C:10]=1[C:11]1[CH:16]=[CH:15][N:14]=[CH:13][CH:12]=1. (7) Given the product [Br:1][C:2]1[C:3]([CH3:14])=[N:4][N:5]([CH2:16][C@@H:17]2[O:21][C:20](=[O:22])[CH2:19][CH2:18]2)[C:6]=1[C:7]1[CH:12]=[CH:11][C:10]([F:13])=[CH:9][CH:8]=1, predict the reactants needed to synthesize it. The reactants are: [Br:1][C:2]1[C:3]([CH3:14])=[N:4][NH:5][C:6]=1[C:7]1[CH:12]=[CH:11][C:10]([F:13])=[CH:9][CH:8]=1.O[CH2:16][C@@H:17]1[O:21][C:20](=[O:22])[CH2:19][CH2:18]1.C1(P(C2C=CC=CC=2)C2C=CC=CC=2)C=CC=CC=1.N(C(OC(C)C)=O)=NC(OC(C)C)=O.